This data is from Forward reaction prediction with 1.9M reactions from USPTO patents (1976-2016). The task is: Predict the product of the given reaction. (1) Given the reactants [CH2:1]([C:3]1[CH:12]=[C:11]([CH3:13])[CH:10]=[CH:9][C:4]=1[C:5]([O:7][CH3:8])=[O:6])[CH3:2].[I:14]I.S(=O)(=O)(O)O, predict the reaction product. The product is: [CH2:1]([C:3]1[CH:12]=[C:11]([CH3:13])[C:10]([I:14])=[CH:9][C:4]=1[C:5]([O:7][CH3:8])=[O:6])[CH3:2]. (2) Given the reactants [F:1][C:2]1[CH:3]=[CH:4][C:5]([O:33]C)=[C:6]([C:8]([CH3:32])([CH3:31])[CH2:9][C:10]([OH:30])([C:26]([F:29])([F:28])[F:27])[CH2:11][NH:12][C:13]2[CH:22]=[CH:21][CH:20]=[C:19]3[C:14]=2[CH:15]=[CH:16][C:17]([C:23]([NH2:25])=[O:24])=[N:18]3)[CH:7]=1.B(Br)(Br)Br.CO, predict the reaction product. The product is: [F:1][C:2]1[CH:3]=[CH:4][C:5]([OH:33])=[C:6]([C:8]([CH3:31])([CH3:32])[CH2:9][C:10]([OH:30])([C:26]([F:28])([F:27])[F:29])[CH2:11][NH:12][C:13]2[CH:22]=[CH:21][CH:20]=[C:19]3[C:14]=2[CH:15]=[CH:16][C:17]([C:23]([NH2:25])=[O:24])=[N:18]3)[CH:7]=1. (3) Given the reactants C(=O)([O-])[O-].[K+].[K+].[C:7](=[O:24])([O:9][CH:10]([C:20]([CH3:23])([CH3:22])[CH3:21])[C:11]1[NH:15][N:14]=[C:13]([C:16]([CH3:19])([CH3:18])[CH3:17])[N:12]=1)[NH2:8].[Cl:25][C:26]1[CH:27]=[C:28](I)[CH:29]=[CH:30][CH:31]=1.CNC1CCCCC1NC, predict the reaction product. The product is: [C:7](=[O:24])([O:9][CH:10]([C:20]([CH3:23])([CH3:22])[CH3:21])[C:11]1[N:15]([C:30]2[CH:29]=[CH:28][CH:27]=[C:26]([Cl:25])[CH:31]=2)[N:14]=[C:13]([C:16]([CH3:17])([CH3:18])[CH3:19])[N:12]=1)[NH2:8].